Dataset: Peptide-MHC class II binding affinity with 134,281 pairs from IEDB. Task: Regression. Given a peptide amino acid sequence and an MHC pseudo amino acid sequence, predict their binding affinity value. This is MHC class II binding data. (1) The peptide sequence is DESIFINKLNGAMVE. The MHC is DRB1_1302 with pseudo-sequence DRB1_1302. The binding affinity (normalized) is 0.892. (2) The peptide sequence is SIAQHLVSDRPIMRY. The MHC is DRB5_0101 with pseudo-sequence DRB5_0101. The binding affinity (normalized) is 0.778. (3) The peptide sequence is VATLSEALRIIAGTL. The MHC is HLA-DPA10103-DPB10301 with pseudo-sequence HLA-DPA10103-DPB10301. The binding affinity (normalized) is 0.0240. (4) The peptide sequence is VASLLTTAEVVVTEI. The MHC is DRB1_0404 with pseudo-sequence DRB1_0404. The binding affinity (normalized) is 0.381. (5) The MHC is HLA-DPA10201-DPB10101 with pseudo-sequence HLA-DPA10201-DPB10101. The binding affinity (normalized) is 0.0838. The peptide sequence is SSGKNEGTNIYNNNE.